Predict the reactants needed to synthesize the given product. From a dataset of Full USPTO retrosynthesis dataset with 1.9M reactions from patents (1976-2016). (1) Given the product [Cl:1][C:2]1[CH:3]=[C:4]([C:11]([F:12])([F:13])[F:14])[N:5]=[CH:6][C:7]=1[CH2:8][OH:9], predict the reactants needed to synthesize it. The reactants are: [Cl:1][C:2]1[C:7]([C:8](O)=[O:9])=[CH:6][N:5]=[C:4]([C:11]([F:14])([F:13])[F:12])[CH:3]=1.B.C1COCC1.[NH4+].[Cl-].O. (2) Given the product [NH2:7][C:8]1[N:9]=[C:10]([CH3:31])[C:11]([CH2:15][NH:16][C:17]([C:19]2[O:23][N:22]=[C:21]([CH2:24][C:25]3[CH:30]=[CH:29][CH:28]=[CH:27][CH:26]=3)[N:20]=2)=[O:18])=[C:12]([CH3:14])[CH:13]=1, predict the reactants needed to synthesize it. The reactants are: C(OC(=O)[NH:7][C:8]1[CH:13]=[C:12]([CH3:14])[C:11]([CH2:15][NH:16][C:17]([C:19]2[O:23][N:22]=[C:21]([CH2:24][C:25]3[CH:30]=[CH:29][CH:28]=[CH:27][CH:26]=3)[N:20]=2)=[O:18])=[C:10]([CH3:31])[N:9]=1)(C)(C)C.C(O)(C(F)(F)F)=O.